Predict the reaction yield, written as a fraction of the theoretical maximum amount of product (1.0 means a 100% yield; for example, 0.34 means a 34% yield). From a dataset of Reaction yield outcomes from USPTO patents with 853,638 reactions. (1) The reactants are [Br:1][C:2]1[CH:7]=[CH:6][C:5]([C@@H:8](Cl)[CH2:9][N:10]2[CH2:15][CH2:14][O:13][CH2:12][CH2:11]2)=[CH:4][CH:3]=1.[CH3:17][NH2:18]. The catalyst is CCO. The product is [Br:1][C:2]1[CH:7]=[CH:6][C:5]([C@@H:8]([NH:18][CH3:17])[CH2:9][N:10]2[CH2:15][CH2:14][O:13][CH2:12][CH2:11]2)=[CH:4][CH:3]=1. The yield is 0.930. (2) The reactants are Br[C:2]1[CH:7]=[CH:6][C:5]([C:8](=[C:16]2[CH2:21][CH2:20][CH2:19][CH2:18][CH2:17]2)[C:9]2[CH:14]=[CH:13][C:12]([OH:15])=[CH:11][CH:10]=2)=[CH:4][C:3]=1[CH3:22].[C:23]([O:27][C:28]([CH3:31])([CH3:30])[CH3:29])(=[O:26])[CH:24]=[CH2:25].CC1C=CC=CC=1P(C1C=CC=CC=1C)C1C=CC=CC=1C.CCN(CC)CC. The yield is 0.510. The product is [C:16]1(=[C:8]([C:9]2[CH:14]=[CH:13][C:12]([OH:15])=[CH:11][CH:10]=2)[C:5]2[CH:6]=[CH:7][C:2](/[CH:25]=[CH:24]/[C:23]([O:27][C:28]([CH3:31])([CH3:30])[CH3:29])=[O:26])=[C:3]([CH3:22])[CH:4]=2)[CH2:21][CH2:20][CH2:19][CH2:18][CH2:17]1. The catalyst is CC([O-])=O.CC([O-])=O.[Pd+2].O. (3) The reactants are [C:1]1([C:7]2[NH:11][C:10]([C:12]3[CH:13]=[C:14]4[C:19](=[CH:20][CH:21]=3)[CH:18]=[C:17]([OH:22])[CH:16]=[CH:15]4)=[CH:9][CH:8]=2)[CH:6]=[CH:5][CH:4]=[CH:3][CH:2]=1.[CH3:23][O:24][C:25](=[O:42])[CH:26](OS(C(F)(F)F)(=O)=O)[CH2:27][C:28]1[CH:33]=[CH:32][CH:31]=[CH:30][CH:29]=1.C(=O)([O-])[O-].[Cs+].[Cs+]. The product is [C:28]1([CH2:27][CH:26]([O:22][C:17]2[CH:16]=[CH:15][C:14]3[C:19](=[CH:20][CH:21]=[C:12]([C:10]4[NH:11][C:7]([C:1]5[CH:2]=[CH:3][CH:4]=[CH:5][CH:6]=5)=[CH:8][CH:9]=4)[CH:13]=3)[CH:18]=2)[C:25]([O:24][CH3:23])=[O:42])[CH:33]=[CH:32][CH:31]=[CH:30][CH:29]=1. The yield is 0.950. The catalyst is CC(C)=O. (4) The yield is 0.180. The product is [Cl:1][C:2]1[N:3]=[C:4]([CH2:8][OH:17])[CH:5]=[CH:6][CH:7]=1. The reactants are [Cl:1][C:2]1[CH:7]=[CH:6][CH:5]=[C:4]([CH3:8])[N:3]=1.ClC1C=CC=C(C(OO)=[O:17])C=1.C(=O)([O-])O.[Na+].[OH-].[Na+]. The catalyst is O.CO.ClCCl.